This data is from Full USPTO retrosynthesis dataset with 1.9M reactions from patents (1976-2016). The task is: Predict the reactants needed to synthesize the given product. (1) Given the product [CH3:17][O:14][CH:12]([C:7]1[CH:6]=[CH:5][CH:4]=[C:25]2[C:8]=1[C:9]([CH2:10][CH2:11][NH2:3])=[CH:26][N:24]2[CH3:23])[CH3:13], predict the reactants needed to synthesize it. The reactants are: [H-].[Na+].[NH:3]1[C:11]2[C:6](=[C:7]([CH:12]([OH:14])[CH3:13])[CH:8]=[CH:9][CH:10]=2)[CH:5]=[CH:4]1.IC.[C:17](Cl)(=O)C(Cl)=O.[CH3:23][N:24]([CH:26]=O)[CH3:25]. (2) Given the product [Br:1][C:2]1[C:7]([F:8])=[C:6]([CH:5]=[CH:4][C:3]=1[F:12])[NH2:9], predict the reactants needed to synthesize it. The reactants are: [Br:1][C:2]1[C:7]([F:8])=[C:6]([N+:9]([O-])=O)[CH:5]=[CH:4][C:3]=1[F:12].Cl.O.O.Cl[Sn]Cl.[OH-].[Na+]. (3) Given the product [F:1][C:2]([F:21])([C:14]1[CH:19]=[CH:18][C:17]([F:20])=[CH:16][CH:15]=1)[C:3]1[N:8]=[C:7]2[N:9]([CH3:12])[N:10]=[CH:11][C:6]2=[C:5]([NH:33][C:30]2[CH:29]=[C:28]([CH3:27])[NH:32][N:31]=2)[N:4]=1, predict the reactants needed to synthesize it. The reactants are: [F:1][C:2]([F:21])([C:14]1[CH:19]=[CH:18][C:17]([F:20])=[CH:16][CH:15]=1)[C:3]1[N:8]=[C:7]2[N:9]([CH3:12])[N:10]=[CH:11][C:6]2=[C:5](O)[N:4]=1.P(Cl)(Cl)(Cl)=O.[CH3:27][C:28]1[NH:32][N:31]=[C:30]([NH2:33])[CH:29]=1.CCN(C(C)C)C(C)C.[I-].[K+].CC(O)=O. (4) Given the product [CH3:1][O:2][C:3]([C@@H:4]1[O:21][C:23](=[O:25])[N:6]([C:7]2[CH:8]=[C:9]3[C:13](=[CH:14][CH:15]=2)[N:12]([CH2:16][CH:17]([CH3:19])[CH3:18])[C:11](=[O:20])[CH2:10]3)[CH2:5]1)=[O:22], predict the reactants needed to synthesize it. The reactants are: [CH3:1][O:2][C:3](=[O:22])[C@H:4]([OH:21])[CH2:5][NH:6][C:7]1[CH:8]=[C:9]2[C:13](=[CH:14][CH:15]=1)[N:12]([CH2:16][CH:17]([CH3:19])[CH3:18])[C:11](=[O:20])[CH2:10]2.[C:23](OCC)(=[O:25])C. (5) Given the product [NH2:8][C:16]1[S:20][C:19]([S:21]([N:24]2[CH2:29][CH2:28][N:27]([C:30]3[CH:35]=[CH:34][C:33]([C:36]([OH:42])([CH3:41])[C:37]([F:40])([F:39])[F:38])=[CH:32][CH:31]=3)[CH2:26][CH2:25]2)(=[O:23])=[O:22])=[CH:18][CH:17]=1, predict the reactants needed to synthesize it. The reactants are: C1(C(C2C=CC=CC=2)=[NH:8])C=CC=CC=1.Br[C:16]1[S:20][C:19]([S:21]([N:24]2[CH2:29][CH2:28][N:27]([C:30]3[CH:35]=[CH:34][C:33]([C:36]([OH:42])([CH3:41])[C:37]([F:40])([F:39])[F:38])=[CH:32][CH:31]=3)[CH2:26][CH2:25]2)(=[O:23])=[O:22])=[CH:18][CH:17]=1.CC(C)([O-])C.[Na+].C1(P(C2C=CC=CC=2)C2C=CC3C(=CC=CC=3)C=2C2C3C(=CC=CC=3)C=CC=2P(C2C=CC=CC=2)C2C=CC=CC=2)C=CC=CC=1.Cl.[OH-].[Na+]. (6) Given the product [CH2:12]([N:11]([CH2:10][C:6]1[CH:5]=[C:4]([CH:9]=[CH:8][CH:7]=1)[C:3]([OH:18])=[O:2])[CH2:15][CH2:16][CH3:17])[CH2:13][CH3:14], predict the reactants needed to synthesize it. The reactants are: C[O:2][C:3](=[O:18])[C:4]1[CH:9]=[CH:8][CH:7]=[C:6]([CH2:10][N:11]([CH2:15][CH2:16][CH3:17])[CH2:12][CH2:13][CH3:14])[CH:5]=1.[OH-].[Na+]. (7) Given the product [CH3:12][N:13]1[CH2:18][CH2:17][N:16]([C:2]2[C:3]([N+:9]([O-:11])=[O:10])=[C:4]([CH:6]=[CH:7][CH:8]=2)[NH2:5])[CH2:15][CH2:14]1, predict the reactants needed to synthesize it. The reactants are: Cl[C:2]1[C:3]([N+:9]([O-:11])=[O:10])=[C:4]([CH:6]=[CH:7][CH:8]=1)[NH2:5].[CH3:12][N:13]1[CH2:18][CH2:17][NH:16][CH2:15][CH2:14]1.